This data is from Catalyst prediction with 721,799 reactions and 888 catalyst types from USPTO. The task is: Predict which catalyst facilitates the given reaction. (1) Reactant: [Br:1][C:2]1[CH:3]=[C:4]([CH:7]=O)[S:5][CH:6]=1.C(O)(=O)[CH2:10][C:11]([OH:13])=[O:12].N1CCCCC1.Cl. Product: [Br:1][C:2]1[CH:3]=[C:4]([CH:7]=[CH:10][C:11]([OH:13])=[O:12])[S:5][CH:6]=1. The catalyst class is: 228. (2) Reactant: [N:1]1[CH:6]=[CH:5][CH:4]=[C:3]([C@H:7]2[CH2:12][CH2:11][CH2:10][C@H:9](O)[CH2:8]2)[CH:2]=1.[C:14]1(=[O:24])[NH:18][C:17](=[O:19])[C:16]2=[CH:20][CH:21]=[CH:22][CH:23]=[C:15]12.CC(OC(/N=N/C(OC(C)C)=O)=O)C.C1(P(C2C=CC=CC=2)C2C=CC=CC=2)C=CC=CC=1. Product: [N:1]1[CH:6]=[CH:5][CH:4]=[C:3]([C@@H:7]2[CH2:12][CH2:11][CH2:10][C@H:9]([N:18]3[C:17](=[O:19])[C:16]4=[CH:20][CH:21]=[CH:22][CH:23]=[C:15]4[C:14]3=[O:24])[CH2:8]2)[CH:2]=1. The catalyst class is: 49. (3) Reactant: [CH2:1]([C:3]1[CH:12]=[CH:11][C:6]([C:7]([O:9][CH3:10])=[O:8])=[CH:5][C:4]=1[N+:13]([O-])=O)[CH3:2].[CH2:16](C1C=CC(C(O)=O)=CC=1)C.COC(OC)N(C)C. Product: [CH3:10][O:9][C:7]([C:6]1[CH:5]=[C:4]2[C:3]([C:1]([CH3:16])=[CH:2][NH:13]2)=[CH:12][CH:11]=1)=[O:8]. The catalyst class is: 9. (4) Reactant: B.C1COCC1.[OH:7][C:8]1[CH:9]=[C:10]([CH:14]=[CH:15][C:16]=1[CH3:17])[C:11](O)=[O:12].B(OC)(OC)OC.O. Product: [OH:12][CH2:11][C:10]1[CH:14]=[CH:15][C:16]([CH3:17])=[C:8]([OH:7])[CH:9]=1. The catalyst class is: 1. (5) The catalyst class is: 2. Product: [CH3:30][S:31]([O:29][C@@H:4]1[CH2:5][C@H:6]([C:7]2[N:11]3[C:12]4[CH:18]=[CH:17][N:16]([S:19]([C:22]5[CH:23]=[CH:24][C:25]([CH3:26])=[CH:27][CH:28]=5)(=[O:21])=[O:20])[C:13]=4[N:14]=[CH:15][C:10]3=[N:9][CH:8]=2)[C@H:2]([CH3:1])[CH2:3]1)(=[O:33])=[O:32]. Reactant: [CH3:1][C@H:2]1[C@@H:6]([C:7]2[N:11]3[C:12]4[CH:18]=[CH:17][N:16]([S:19]([C:22]5[CH:28]=[CH:27][C:25]([CH3:26])=[CH:24][CH:23]=5)(=[O:21])=[O:20])[C:13]=4[N:14]=[CH:15][C:10]3=[N:9][CH:8]=2)[CH2:5][C@@H:4]([OH:29])[CH2:3]1.[CH3:30][S:31](Cl)(=[O:33])=[O:32].O. (6) Reactant: CO.C[O:4][C:5]([C:7]1[CH:16]=[CH:15][C:10]([C:11]([O:13][CH3:14])=[O:12])=[CH:9][N:8]=1)=O.[Cl-].[K+].[BH4-].[Na+]. The catalyst class is: 90. Product: [OH:4][CH2:5][C:7]1[CH:16]=[CH:15][C:10]([C:11]([O:13][CH3:14])=[O:12])=[CH:9][N:8]=1.